This data is from Forward reaction prediction with 1.9M reactions from USPTO patents (1976-2016). The task is: Predict the product of the given reaction. (1) Given the reactants C(N(C(C)C)C(C)C)C.Cl[CH2:11][O:12][CH3:13].[Br:14][C:15]1[C:16]([CH3:29])=[C:17]([CH3:28])[C:18]2[O:22][C:21]([CH2:24][OH:25])([CH3:23])[CH2:20][C:19]=2[C:26]=1[CH3:27].O.C(=O)(O)[O-].[Na+], predict the reaction product. The product is: [Br:14][C:15]1[C:16]([CH3:29])=[C:17]([CH3:28])[C:18]2[O:22][C:21]([CH2:24][O:25][CH2:11][O:12][CH3:13])([CH3:23])[CH2:20][C:19]=2[C:26]=1[CH3:27]. (2) Given the reactants COC1C=C(NC2C3C(=C(C)C=C(S(C4C=CC=C(C(=O)NCCCCCCCC=O)C=4)(=O)=O)C=3)N=CC=2C(N)=O)C=CC=1.[OH:45][CH2:46][CH2:47][CH2:48][CH2:49][CH2:50][CH2:51][CH2:52][CH2:53][CH2:54][CH2:55][CH2:56][S:57]([C:60]1[CH:61]=[C:62]2[C:67](=[C:68]([CH3:70])[CH:69]=1)[N:66]=[CH:65][C:64]([C:71]([NH2:73])=[O:72])=[C:63]2[NH:74][C:75]1[CH:80]=[CH:79][CH:78]=[C:77]([O:81][CH3:82])[CH:76]=1)(=[O:59])=[O:58], predict the reaction product. The product is: [CH3:82][O:81][C:77]1[CH:76]=[C:75]([NH:74][C:63]2[C:62]3[C:67](=[C:68]([CH3:70])[CH:69]=[C:60]([S:57]([CH2:56][CH2:55][CH2:54][CH2:53][CH2:52][CH2:51][CH2:50][CH2:49][CH2:48][CH2:47][CH:46]=[O:45])(=[O:58])=[O:59])[CH:61]=3)[N:66]=[CH:65][C:64]=2[C:71]([NH2:73])=[O:72])[CH:80]=[CH:79][CH:78]=1. (3) Given the reactants [NH2:1][C:2]1[CH:7]=[CH:6][C:5]([C:8]2[CH:16]=[C:15]3[C:11]([CH2:12][N:13]([C@@H:18]([CH:23]([CH3:25])[CH3:24])[C:19]([O:21][CH3:22])=[O:20])[C:14]3=[O:17])=[CH:10][CH:9]=2)=[CH:4][CH:3]=1.[F:26][C:27]1[CH:32]=[CH:31][CH:30]=[C:29]([F:33])[C:28]=1[N:34]=[C:35]=[O:36], predict the reaction product. The product is: [F:26][C:27]1[CH:32]=[CH:31][CH:30]=[C:29]([F:33])[C:28]=1[NH:34][C:35](=[O:36])[NH:1][C:2]1[CH:3]=[CH:4][C:5]([C:8]2[CH:16]=[C:15]3[C:11]([CH2:12][N:13]([C@@H:18]([CH:23]([CH3:25])[CH3:24])[C:19]([O:21][CH3:22])=[O:20])[C:14]3=[O:17])=[CH:10][CH:9]=2)=[CH:6][CH:7]=1. (4) Given the reactants [F:1][C:2]1[CH:8]=[C:7]([CH3:9])[C:6]([S:10][CH2:11][C:12]([F:15])([F:14])[F:13])=[CH:5][C:3]=1[NH2:4].[CH2:16]([O:18]/[CH:19]=[CH:20]/[C:21]([N:23]=[C:24]=[O:25])=[O:22])[CH3:17], predict the reaction product. The product is: [CH2:16]([O:18]/[CH:19]=[CH:20]/[C:21]([NH:23][C:24](=[O:25])[NH:4][C:3]1[CH:5]=[C:6]([S:10][CH2:11][C:12]([F:13])([F:15])[F:14])[C:7]([CH3:9])=[CH:8][C:2]=1[F:1])=[O:22])[CH3:17]. (5) Given the reactants Cl.Cl.[NH2:3][C@@H:4]([C:7]1[C:8]([O:14][CH3:15])=[N:9][CH:10]=[C:11]([F:13])[CH:12]=1)[CH2:5][OH:6].[OH-].[K+].Cl[C:19](Cl)([O:21]C(=O)OC(Cl)(Cl)Cl)Cl, predict the reaction product. The product is: [F:13][C:11]1[CH:12]=[C:7]([C@H:4]2[CH2:5][O:6][C:19](=[O:21])[NH:3]2)[C:8]([O:14][CH3:15])=[N:9][CH:10]=1. (6) Given the reactants [H-].[Na+].[Cl:3][C:4]1[C:5]([NH2:14])=[N:6][CH:7]=[C:8]([C:10]([F:13])([F:12])[F:11])[CH:9]=1.Cl[S:16]([C:19]1[CH:20]=[C:21]([CH:26]=[CH:27][CH:28]=1)[C:22]([O:24][CH3:25])=[O:23])(=[O:18])=[O:17].Cl, predict the reaction product. The product is: [Cl:3][C:4]1[C:5]([NH:14][S:16]([C:19]2[CH:20]=[C:21]([CH:26]=[CH:27][CH:28]=2)[C:22]([O:24][CH3:25])=[O:23])(=[O:18])=[O:17])=[N:6][CH:7]=[C:8]([C:10]([F:13])([F:11])[F:12])[CH:9]=1.